From a dataset of Forward reaction prediction with 1.9M reactions from USPTO patents (1976-2016). Predict the product of the given reaction. (1) Given the reactants [Br:1][C:2]1[CH:7]=[C:6]([Br:8])[C:5]([OH:9])=[CH:4][C:3]=1[NH:10]C(=O)C.CC([O-])=O.[Na+], predict the reaction product. The product is: [NH2:10][C:3]1[C:2]([Br:1])=[CH:7][C:6]([Br:8])=[C:5]([OH:9])[CH:4]=1. (2) Given the reactants [C:1]([C:3]1[CH:8]=[CH:7][C:6]([CH2:9][CH2:10][C:11]([O:13][CH3:14])=[O:12])=[CH:5][CH:4]=1)#[CH:2].I[C:16]1[CH:17]=[C:18]([CH:21]=[CH:22][CH:23]=1)[C:19]#[N:20], predict the reaction product. The product is: [C:19]([C:18]1[CH:17]=[C:16]([C:2]#[C:1][C:3]2[CH:8]=[CH:7][C:6]([CH2:9][CH2:10][C:11]([O:13][CH3:14])=[O:12])=[CH:5][CH:4]=2)[CH:23]=[CH:22][CH:21]=1)#[N:20]. (3) Given the reactants [C:1]1([CH:7]=[CH:8][C:9]2[CH:14]=[CH:13][CH:12]=[CH:11][CH:10]=2)[CH:6]=[CH:5][CH:4]=[CH:3][CH:2]=1.[Li]C(CC)C.[CH3:20][Sn:21](Cl)(Cl)[CH3:22], predict the reaction product. The product is: [CH3:20][Sn:21]1([CH3:22])[C:14]2[CH:13]=[CH:12][CH:11]=[CH:10][C:9]=2[CH:8]=[CH:7][C:1]2[CH:6]=[CH:5][CH:4]=[CH:3][C:2]1=2. (4) Given the reactants [Si:1]([O:8][CH2:9][C:10]1[C:18]2[O:17][N:16]=[C:15]([CH2:19][CH2:20][CH:21]3[CH2:26][CH2:25][N:24]([C:27]([O:29][C:30]([CH3:33])([CH3:32])[CH3:31])=[O:28])[CH2:23][CH2:22]3)[C:14]=2[CH:13]=[CH:12][C:11]=1OS(C(F)(F)F)(=O)=O)([C:4]([CH3:7])([CH3:6])[CH3:5])([CH3:3])[CH3:2].[N:42]1[CH:47]=[CH:46][CH:45]=[C:44]([Sn](CCCC)(CCCC)CCCC)[CH:43]=1, predict the reaction product. The product is: [Si:1]([O:8][CH2:9][C:10]1[C:18]2[O:17][N:16]=[C:15]([CH2:19][CH2:20][CH:21]3[CH2:26][CH2:25][N:24]([C:27]([O:29][C:30]([CH3:33])([CH3:32])[CH3:31])=[O:28])[CH2:23][CH2:22]3)[C:14]=2[CH:13]=[CH:12][C:11]=1[C:44]1[CH:43]=[N:42][CH:47]=[CH:46][CH:45]=1)([C:4]([CH3:6])([CH3:7])[CH3:5])([CH3:2])[CH3:3]. (5) Given the reactants Br[C:2]1[N:3]=[C:4]2[CH2:10][C:9]3[CH:11]=[C:12]4[O:17][CH2:16][O:15][C:13]4=[CH:14][C:8]=3[C:7]([C:18]3[CH:23]=[CH:22][CH:21]=[CH:20][CH:19]=3)=[N:6][N:5]2[C:24]=1[CH3:25].C([Li])CCC.CN(C)[CH:33]=[O:34].O, predict the reaction product. The product is: [CH:33]([C:2]1[N:3]=[C:4]2[CH2:10][C:9]3[CH:11]=[C:12]4[O:17][CH2:16][O:15][C:13]4=[CH:14][C:8]=3[C:7]([C:18]3[CH:23]=[CH:22][CH:21]=[CH:20][CH:19]=3)=[N:6][N:5]2[C:24]=1[CH3:25])=[O:34]. (6) Given the reactants [CH2:1]([O:8][C:9]1[CH:10]=[CH:11][C:12]([C@@H:20]([O:47]C2CCCCO2)[CH2:21][N:22]([CH2:40][C:41]2[CH:46]=[CH:45][CH:44]=[CH:43][CH:42]=2)[CH2:23][CH2:24][CH2:25][CH2:26][CH2:27][CH2:28][O:29][CH2:30][CH2:31][CH2:32][CH2:33][C:34]2[CH:39]=[CH:38][CH:37]=[CH:36][CH:35]=2)=[C:13]2[C:18]=1[NH:17][C:16](=[O:19])[CH:15]=[CH:14]2)[C:2]1[CH:7]=[CH:6][CH:5]=[CH:4][CH:3]=1, predict the reaction product. The product is: [CH2:1]([O:8][C:9]1[CH:10]=[CH:11][C:12]([C@@H:20]([OH:47])[CH2:21][N:22]([CH2:40][C:41]2[CH:46]=[CH:45][CH:44]=[CH:43][CH:42]=2)[CH2:23][CH2:24][CH2:25][CH2:26][CH2:27][CH2:28][O:29][CH2:30][CH2:31][CH2:32][CH2:33][C:34]2[CH:35]=[CH:36][CH:37]=[CH:38][CH:39]=2)=[C:13]2[C:18]=1[NH:17][C:16](=[O:19])[CH:15]=[CH:14]2)[C:2]1[CH:3]=[CH:4][CH:5]=[CH:6][CH:7]=1. (7) Given the reactants [N+:1]([C:4]1[C:5]([NH2:14])=[CH:6][C:7]2[O:12][CH2:11][CH2:10][O:9][C:8]=2[CH:13]=1)([O-:3])=[O:2].CN(C=O)C.[H-].[Na+].Br[CH2:23][CH2:24][CH2:25][C:26]1[CH:31]=[CH:30][CH:29]=[CH:28][CH:27]=1, predict the reaction product. The product is: [N+:1]([C:4]1[C:5]([NH:14][CH2:23][CH2:24][CH2:25][C:26]2[CH:31]=[CH:30][CH:29]=[CH:28][CH:27]=2)=[CH:6][C:7]2[O:12][CH2:11][CH2:10][O:9][C:8]=2[CH:13]=1)([O-:3])=[O:2]. (8) Given the reactants [C:1]([C:5]1[CH:23]=[CH:22][C:8]([C:9]([NH:11][C:12]2[CH:17]=[CH:16][N:15]=[CH:14][C:13]=2[C:18]([O:20]C)=[O:19])=[O:10])=[C:7]([O:24][CH:25]2[CH2:30][CH2:29][N:28]([C:31]([O:33][C:34]([CH3:37])([CH3:36])[CH3:35])=[O:32])[CH2:27][CH2:26]2)[CH:6]=1)([CH3:4])([CH3:3])[CH3:2].O.[Li+].[OH-], predict the reaction product. The product is: [C:1]([C:5]1[CH:23]=[CH:22][C:8]([C:9]([NH:11][C:12]2[CH:17]=[CH:16][N:15]=[CH:14][C:13]=2[C:18]([OH:20])=[O:19])=[O:10])=[C:7]([O:24][CH:25]2[CH2:26][CH2:27][N:28]([C:31]([O:33][C:34]([CH3:37])([CH3:36])[CH3:35])=[O:32])[CH2:29][CH2:30]2)[CH:6]=1)([CH3:4])([CH3:2])[CH3:3]. (9) Given the reactants [NH2:1][C@@H:2]1[CH2:7][CH2:6][C@H:5]([N:8]2[C:12]3[N:13]=[CH:14][N:15]=[C:16]([NH2:17])[C:11]=3[C:10]([C:18]3[CH:23]=[CH:22][CH:21]=[C:20]([O:24][CH2:25][C:26]4[CH:31]=[CH:30][CH:29]=[CH:28][CH:27]=4)[CH:19]=3)=[CH:9]2)[CH2:4][CH2:3]1.Cl[C:33]([O:35][CH3:36])=[O:34].C(N(CC)CC)C, predict the reaction product. The product is: [CH3:36][O:35][C:33](=[O:34])[NH:1][C@H:2]1[CH2:3][CH2:4][C@@H:5]([N:8]2[C:12]3[N:13]=[CH:14][N:15]=[C:16]([NH2:17])[C:11]=3[C:10]([C:18]3[CH:23]=[CH:22][CH:21]=[C:20]([O:24][CH2:25][C:26]4[CH:27]=[CH:28][CH:29]=[CH:30][CH:31]=4)[CH:19]=3)=[CH:9]2)[CH2:6][CH2:7]1. (10) Given the reactants CCN([CH:7]([CH3:9])C)C(C)C.CN(C(O[N:18]1N=N[C:20]2[CH:21]=[CH:22][CH:23]=[N:24][C:19]1=2)=[N+](C)C)C.[F:27][P-](F)(F)(F)(F)F.[NH2:34][C@@H:35]1[CH2:40][CH2:39][C@H:38]([N:41]2[C:46](=[O:47])[C:45]3[CH:48]=[C:49]([F:52])[CH:50]=[N:51][C:44]=3[N:43]([C:53]3[CH:54]=[C:55]([C:59]4[CH:64]=[CH:63][CH:62]=[CH:61][CH:60]=4)[CH:56]=[CH:57][CH:58]=3)[C:42]2=[O:65])[CH2:37][CH2:36]1.O.CN([CH:70]=[O:71])C, predict the reaction product. The product is: [C:55]1([C:59]2[CH:64]=[CH:63][CH:62]=[CH:61][CH:60]=2)[CH:56]=[CH:57][CH:58]=[C:53]([N:43]2[C:44]3[N:51]=[CH:50][C:49]([F:52])=[CH:48][C:45]=3[C:46](=[O:47])[N:41]([C@@H:38]3[CH2:39][CH2:40][C@H:35]([NH:34][C:70]([C:7]4[N:18]=[C:19]5[CH:20]=[CH:21][C:22]([F:27])=[CH:23][N:24]5[CH:9]=4)=[O:71])[CH2:36][CH2:37]3)[C:42]2=[O:65])[CH:54]=1.